This data is from Reaction yield outcomes from USPTO patents with 853,638 reactions. The task is: Predict the reaction yield, written as a fraction of the theoretical maximum amount of product (1.0 means a 100% yield; for example, 0.34 means a 34% yield). (1) The reactants are C([O-])(=O)C.C[O:6][C:7]1[CH:8]=[C:9]([NH+:13]2[CH2:18][C@H:17]([CH3:19])[NH:16][CH2:15][C@H:14]2[CH3:20])[CH:10]=[CH:11][CH:12]=1.C([O-])(O)=O.[Na+]. The catalyst is CO. The product is [CH3:20][C@@H:14]1[CH2:15][NH:16][C@@H:17]([CH3:19])[CH2:18][N:13]1[C:9]1[CH:8]=[C:7]([OH:6])[CH:12]=[CH:11][CH:10]=1. The yield is 0.630. (2) The reactants are C1(P(C2C=CC=CC=2)C2C=CC=CC=2)C=CC=CC=1.BrN1C(=O)CCC1=O.[CH:28]1([CH2:33][CH:34]([C:38]2[CH:43]=[CH:42][C:41]([S:44][CH3:45])=[C:40]([C:46]([F:49])([F:48])[F:47])[CH:39]=2)[C:35](O)=[O:36])[CH2:32][CH2:31][CH2:30][CH2:29]1.[NH2:50][C:51]1[CH:56]=[CH:55][C:54]([N+:57]([O-:59])=[O:58])=[CH:53][N:52]=1.N1C=CC=CC=1. The catalyst is C(Cl)Cl. The product is [CH:28]1([CH2:33][CH:34]([C:38]2[CH:43]=[CH:42][C:41]([S:44][CH3:45])=[C:40]([C:46]([F:47])([F:48])[F:49])[CH:39]=2)[C:35]([NH:50][C:51]2[CH:56]=[CH:55][C:54]([N+:57]([O-:59])=[O:58])=[CH:53][N:52]=2)=[O:36])[CH2:29][CH2:30][CH2:31][CH2:32]1. The yield is 0.600. (3) The reactants are C(N(CC)CC)C.FC(F)(F)C(O)=O.[N:15]1([CH2:21][CH2:22][O:23][C:24]2[CH:33]=[CH:32][CH:31]=[C:30]3[C:25]=2[C:26]([NH2:35])=[N:27][C:28]([NH2:34])=[N:29]3)[CH2:20][CH2:19][NH:18][CH2:17][CH2:16]1.[F:36][C:37]1[CH:42]=[CH:41][CH:40]=[CH:39][C:38]=1[S:43](Cl)(=[O:45])=[O:44]. The catalyst is O1CCCC1. The product is [F:36][C:37]1[CH:42]=[CH:41][CH:40]=[CH:39][C:38]=1[S:43]([N:18]1[CH2:19][CH2:20][N:15]([CH2:21][CH2:22][O:23][C:24]2[CH:33]=[CH:32][CH:31]=[C:30]3[C:25]=2[C:26]([NH2:35])=[N:27][C:28]([NH2:34])=[N:29]3)[CH2:16][CH2:17]1)(=[O:45])=[O:44]. The yield is 3.10. (4) The reactants are [C:1]([C:5]1[O:9][N:8]=[C:7]([NH:10][C:11]([NH:13][C:14]2[CH:19]=[CH:18][CH:17]=[C:16]([S:20][C:21]3[C:30]4[C:25](=[CH:26][C:27]([O:33][CH2:34][CH2:35][O:36][CH3:37])=[C:28]([O:31][CH3:32])[CH:29]=4)[N:24]=[CH:23][N:22]=3)[CH:15]=2)=[O:12])[CH:6]=1)([CH3:4])([CH3:3])[CH3:2].[ClH:38].CCOCC. No catalyst specified. The product is [ClH:38].[C:1]([C:5]1[O:9][N:8]=[C:7]([NH:10][C:11]([NH:13][C:14]2[CH:19]=[CH:18][CH:17]=[C:16]([S:20][C:21]3[C:30]4[C:25](=[CH:26][C:27]([O:33][CH2:34][CH2:35][O:36][CH3:37])=[C:28]([O:31][CH3:32])[CH:29]=4)[N:24]=[CH:23][N:22]=3)[CH:15]=2)=[O:12])[CH:6]=1)([CH3:4])([CH3:2])[CH3:3]. The yield is 0.800. (5) The reactants are [C:1]1([C:7]2[NH:11][CH:10]=[C:9]([CH2:12][OH:13])[CH:8]=2)[CH:6]=[CH:5][CH:4]=[CH:3][CH:2]=1.C[N+]1([O-])CCOCC1. The yield is 0.620. The catalyst is C(#N)C.[Ru]([O-])(=O)(=O)=O.C([N+](CCC)(CCC)CCC)CC. The product is [C:1]1([C:7]2[NH:11][CH:10]=[C:9]([CH:12]=[O:13])[CH:8]=2)[CH:6]=[CH:5][CH:4]=[CH:3][CH:2]=1. (6) The reactants are [CH2:1](O)[CH2:2][CH2:3]/[CH:4]=[CH:5]/[CH2:6][CH2:7][CH2:8][CH2:9][CH3:10].C1(P(C2C=CC=CC=2)C2C=CC=CC=2)C=CC=CC=1.C1C(=O)N([Br:38])C(=O)C1. The catalyst is CN(C=O)C. The product is [Br:38][CH2:1][CH2:2][CH2:3]/[CH:4]=[CH:5]/[CH2:6][CH2:7][CH2:8][CH2:9][CH3:10]. The yield is 0.750. (7) The reactants are C([O:3][C:4]([C:6]1[C:7]([C:12]2[CH:17]=[CH:16][C:15]([F:18])=[CH:14][CH:13]=2)=[N:8][O:9][C:10]=1[CH3:11])=O)C.C(OC(C1C(C2C=CC=C(F)C=2)=NOC=1C)=O)C. No catalyst specified. The product is [F:18][C:15]1[CH:14]=[CH:13][C:12]([C:7]2[C:6]([CH2:4][OH:3])=[C:10]([CH3:11])[O:9][N:8]=2)=[CH:17][CH:16]=1. The yield is 0.710. (8) The catalyst is C(Cl)Cl. The reactants are C(O)(C(F)(F)F)=O.C(OC([NH:15][C:16]1[S:20][C:19]([C:21]2[C:26]([F:27])=[CH:25][CH:24]=[CH:23][C:22]=2[F:28])=[N:18][C:17]=1[C:29]([NH:31][C:32]1[C:33]([N:41]2[CH2:46][CH2:45][CH2:44][C@H:43]([NH:47]C(=O)OC(C)(C)C)[CH2:42]2)=[C:34]2[CH2:40][CH2:39][O:38][C:35]2=[N:36][CH:37]=1)=[O:30])=O)(C)(C)C. The yield is 0.370. The product is [NH2:15][C:16]1[S:20][C:19]([C:21]2[C:22]([F:28])=[CH:23][CH:24]=[CH:25][C:26]=2[F:27])=[N:18][C:17]=1[C:29]([NH:31][C:32]1[C:33]([N:41]2[CH2:46][CH2:45][CH2:44][C@H:43]([NH2:47])[CH2:42]2)=[C:34]2[CH2:40][CH2:39][O:38][C:35]2=[N:36][CH:37]=1)=[O:30]. (9) The reactants are [Cl:1][C:2]1[N:11]=[C:10]([NH:12][CH2:13][CH2:14][CH2:15][CH2:16][CH3:17])[C:9]2[C:4](=[CH:5][CH:6]=[C:7]([N+:18]([O-:20])=[O:19])[CH:8]=2)[N:3]=1.[CH2:21]([NH2:24])[CH:22]=[CH2:23]. The catalyst is O. The product is [ClH:1].[CH2:21]([NH:24][C:2]1[N:11]=[C:10]([NH:12][CH2:13][CH2:14][CH2:15][CH2:16][CH3:17])[C:9]2[C:4](=[CH:5][CH:6]=[C:7]([N+:18]([O-:20])=[O:19])[CH:8]=2)[N:3]=1)[CH:22]=[CH2:23]. The yield is 0.836.